Dataset: Full USPTO retrosynthesis dataset with 1.9M reactions from patents (1976-2016). Task: Predict the reactants needed to synthesize the given product. (1) Given the product [ClH:1].[Br:22][C:19]1[CH:20]=[CH:21][C:16]([NH:15][C@@H:12]2[CH2:13][CH2:14][NH:9][CH2:10][C@H:11]2[OH:26])=[C:17]([N+:23]([O-:25])=[O:24])[CH:18]=1, predict the reactants needed to synthesize it. The reactants are: [ClH:1].C(OC([N:9]1[CH2:14][CH2:13][C@@H:12]([NH:15][C:16]2[CH:21]=[CH:20][C:19]([Br:22])=[CH:18][C:17]=2[N+:23]([O-:25])=[O:24])[C@H:11]([OH:26])[CH2:10]1)=O)(C)(C)C. (2) Given the product [CH:3]1[C:2]([Cl:1])=[CH:7][C:6]2[C:11]([C:10]3[C:9]([NH:8][C:5]=2[CH:4]=1)=[CH:17][C:16]1[C:18]([C:27]2[CH:26]=[C:25]([Cl:28])[CH:24]=[CH:23][C:22]=2[NH:21][C:15]=1[CH:14]=3)=[O:19])=[O:12], predict the reactants needed to synthesize it. The reactants are: [Cl:1][C:2]1[CH:7]=[CH:6][C:5]([NH:8][C:9]2[CH:17]=[C:16]([C:18](O)=[O:19])[C:15]([NH:21][C:22]3[CH:27]=[CH:26][C:25]([Cl:28])=[CH:24][CH:23]=3)=[CH:14][C:10]=2[C:11](O)=[O:12])=[CH:4][CH:3]=1. (3) Given the product [OH:1][CH2:2][C:3]([NH:6][C:7]([C:9]1[C:17]2[C:12](=[N:13][CH:14]=[C:15]([NH:18][C:19]3[CH:24]=[CH:23][C:22]([CH3:25])=[CH:21][N:20]=3)[N:16]=2)[NH:11][CH:10]=1)=[O:8])([CH3:4])[CH3:5], predict the reactants needed to synthesize it. The reactants are: [OH:1][CH2:2][C:3]([NH:6][C:7]([C:9]1[C:17]2[C:12](=[N:13][CH:14]=[C:15]([NH:18][C:19]3[CH:24]=[CH:23][C:22]([CH3:25])=[CH:21][N:20]=3)[N:16]=2)[N:11](COCC[Si](C)(C)C)[CH:10]=1)=[O:8])([CH3:5])[CH3:4].FC(F)(F)C(O)=O.CCOCC. (4) Given the product [CH3:17][O:18][C:19]1[CH:20]=[C:21]([CH:25]([C:29]2[CH:34]=[CH:33][CH:32]=[CH:31][N:30]=2)[CH2:26][C:27]2[NH:15][CH2:14][CH2:13][CH2:12][N:16]=2)[CH:22]=[CH:23][CH:24]=1, predict the reactants needed to synthesize it. The reactants are: S(C1C=CC(C)=CC=1)(O)(=O)=O.[CH2:12]([NH2:16])[CH2:13][CH2:14][NH2:15].[CH3:17][O:18][C:19]1[CH:20]=[C:21]([CH:25]([C:29]2[CH:34]=[CH:33][CH:32]=[CH:31][N:30]=2)[CH2:26][C:27]#N)[CH:22]=[CH:23][CH:24]=1. (5) Given the product [S:3]1[CH:4]=[CH:5][N:6]=[C:2]1[C:10]1[CH:11]=[CH:12][CH:13]=[CH:14][C:9]=1[CH:7]=[O:8], predict the reactants needed to synthesize it. The reactants are: Br[C:2]1[S:3][CH:4]=[CH:5][N:6]=1.[CH:7]([C:9]1[CH:14]=[CH:13][CH:12]=[CH:11][C:10]=1B(O)O)=[O:8].C([O-])(O)=O.[Na+]. (6) Given the product [N:31]1([CH2:22][C:13]2[CH:14]=[CH:15][C:16]([C:18]([F:19])([F:20])[F:21])=[CH:17][C:12]=2[C:11](/[N:10]=[C:8]2\[S:9][C:5]([C:1]([CH3:3])([CH3:2])[CH3:4])=[CH:6][N:7]\2[CH2:25][C@H:26]2[CH2:30][CH2:29][CH2:28][O:27]2)=[O:24])[CH2:34][CH2:33][CH2:32]1, predict the reactants needed to synthesize it. The reactants are: [C:1]([C:5]1[S:9]/[C:8](=[N:10]\[C:11](=[O:24])[C:12]2[CH:17]=[C:16]([C:18]([F:21])([F:20])[F:19])[CH:15]=[CH:14][C:13]=2[CH:22]=O)/[N:7]([CH2:25][C@H:26]2[CH2:30][CH2:29][CH2:28][O:27]2)[CH:6]=1)([CH3:4])([CH3:3])[CH3:2].[NH:31]1[CH2:34][CH2:33][CH2:32]1.C(O)(=O)C.C(O[BH-](OC(=O)C)OC(=O)C)(=O)C.[Na+].